Dataset: Reaction yield outcomes from USPTO patents with 853,638 reactions. Task: Predict the reaction yield, written as a fraction of the theoretical maximum amount of product (1.0 means a 100% yield; for example, 0.34 means a 34% yield). (1) The reactants are [CH3:1][C:2]1[CH:11]=[CH:10][C:9]2[CH2:8][CH2:7][CH2:6][CH:5]([NH:12][CH2:13][CH2:14][CH2:15][CH2:16][N:17]3[C:25](=[O:26])[C:24]4[C:19](=[CH:20][CH:21]=[CH:22][CH:23]=4)[C:18]3=[O:27])[C:4]=2[N:3]=1.[C:28]([O:32][C:33]([N:35]1[C:39]2[CH:40]=[CH:41][CH:42]=[CH:43][C:38]=2[N:37]=[C:36]1[CH2:44]Cl)=[O:34])([CH3:31])([CH3:30])[CH3:29].[I-].[K+].C(N(C(C)C)CC)(C)C.C(=O)(O)[O-].[Na+]. The catalyst is CC#N. The product is [C:28]([O:32][C:33]([N:35]1[C:39]2[CH:40]=[CH:41][CH:42]=[CH:43][C:38]=2[N:37]=[C:36]1[CH2:44][N:12]([CH2:13][CH2:14][CH2:15][CH2:16][N:17]1[C:25](=[O:26])[C:24]2[C:19](=[CH:20][CH:21]=[CH:22][CH:23]=2)[C:18]1=[O:27])[CH:5]1[C:4]2[N:3]=[C:2]([CH3:1])[CH:11]=[CH:10][C:9]=2[CH2:8][CH2:7][CH2:6]1)=[O:34])([CH3:31])([CH3:30])[CH3:29]. The yield is 0.660. (2) The reactants are [NH2:1][CH:2]([C:32]#[N:33])[CH2:3][C@H:4]1[CH2:15][CH2:14][C:13]2[S:12][C:11]3[N:10]=[CH:9][N:8]=[C:7]([O:16][CH:17]4[CH2:22][CH2:21][CH:20]([N:23]([CH3:31])[C:24](=[O:30])[O:25][C:26]([CH3:29])([CH3:28])[CH3:27])[CH2:19][CH2:18]4)[C:6]=3[C:5]1=2.C(N(CC)CC)C.Cl[C:42]([O:44][CH2:45][C:46]1[CH:51]=[CH:50][CH:49]=[CH:48][CH:47]=1)=[O:43]. The catalyst is ClCCl. The product is [C:26]([O:25][C:24]([N:23]([CH3:31])[CH:20]1[CH2:19][CH2:18][CH:17]([O:16][C:7]2[C:6]3[C:5]4[C@@H:4]([CH2:3][CH:2]([NH:1][C:42](=[O:43])[O:44][CH2:45][C:46]5[CH:51]=[CH:50][CH:49]=[CH:48][CH:47]=5)[C:32]#[N:33])[CH2:15][CH2:14][C:13]=4[S:12][C:11]=3[N:10]=[CH:9][N:8]=2)[CH2:22][CH2:21]1)=[O:30])([CH3:29])([CH3:27])[CH3:28]. The yield is 0.490.